Dataset: Catalyst prediction with 721,799 reactions and 888 catalyst types from USPTO. Task: Predict which catalyst facilitates the given reaction. (1) Reactant: [F:1][C:2]1[CH:7]=[CH:6][CH:5]=[CH:4][C:3]=1[C:8]1[CH:21]=[C:20]2[C:11]([N:12]3[C:17]([CH2:18][O:19]2)=[N:16][NH:15][C:14](=[O:22])[CH:13]3[CH3:23])=[CH:10][C:9]=1[NH:24][C:25]1([CH3:29])[CH2:28][NH:27][CH2:26]1.C=O.[BH3-][C:33]#N.[Na+].O. Product: [CH3:33][N:27]1[CH2:26][C:25]([NH:24][C:9]2[CH:10]=[C:11]3[C:20](=[CH:21][C:8]=2[C:3]2[CH:4]=[CH:5][CH:6]=[CH:7][C:2]=2[F:1])[O:19][CH2:18][C:17]2[N:12]3[CH:13]([CH3:23])[C:14](=[O:22])[NH:15][N:16]=2)([CH3:29])[CH2:28]1. The catalyst class is: 130. (2) Product: [Cl:1][C:2]1[N:7]=[CH:6][C:5]2[C:8]([N:16]3[CH2:17][CH:18]([C:20]([CH3:26])([CH3:25])[C:21]([O:23][CH3:24])=[O:22])[CH2:19]3)=[N:9][N:10]([CH:11]([CH3:13])[CH3:12])[C:4]=2[CH:3]=1. Reactant: [Cl:1][C:2]1[N:7]=[CH:6][C:5]2[C:8](I)=[N:9][N:10]([CH:11]([CH3:13])[CH3:12])[C:4]=2[CH:3]=1.Cl.[NH:16]1[CH2:19][CH:18]([C:20]([CH3:26])([CH3:25])[C:21]([O:23][CH3:24])=[O:22])[CH2:17]1.C1(P(C2C=CC=CC=2)C2C3OC4C(=CC=CC=4P(C4C=CC=CC=4)C4C=CC=CC=4)C(C)(C)C=3C=CC=2)C=CC=CC=1.C(=O)([O-])[O-].[Cs+].[Cs+]. The catalyst class is: 62. (3) Reactant: [NH:1]1[C:9]2[C:4](=[C:5]([C:10]3[N:11]=[C:12]([N:33]4[CH2:38][CH2:37][O:36][CH2:35][CH2:34]4)[C:13]4[S:18][C:17]([CH2:19][N:20]5[CH2:25][CH2:24][N:23](C(OC(C)(C)C)=O)[CH2:22][CH2:21]5)=[CH:16][C:14]=4[N:15]=3)[CH:6]=[CH:7][CH:8]=2)[CH:3]=[N:2]1. Product: [NH:1]1[C:9]2[C:4](=[C:5]([C:10]3[N:11]=[C:12]([N:33]4[CH2:34][CH2:35][O:36][CH2:37][CH2:38]4)[C:13]4[S:18][C:17]([CH2:19][N:20]5[CH2:21][CH2:22][NH:23][CH2:24][CH2:25]5)=[CH:16][C:14]=4[N:15]=3)[CH:6]=[CH:7][CH:8]=2)[CH:3]=[N:2]1. The catalyst class is: 33. (4) Product: [F:1][C:2]1[CH:7]=[C:6]([F:8])[CH:5]=[CH:4][C:3]=1[C:9]1[NH:10][CH:11]=[C:12]2[CH:16]([N:17]([CH3:25])[C:18](=[O:24])[O:19][C:20]([CH3:21])([CH3:22])[CH3:23])[CH2:15][CH2:14][C:13]=12. Reactant: [F:1][C:2]1[CH:7]=[C:6]([F:8])[CH:5]=[CH:4][C:3]=1[C:9]1[N:10](S(C2C=CC=C(F)C=2)(=O)=O)[CH:11]=[C:12]2[CH:16]([N:17]([CH3:25])[C:18](=[O:24])[O:19][C:20]([CH3:23])([CH3:22])[CH3:21])[CH2:15][CH2:14][C:13]=12.[F-].C([N+](CCCC)(CCCC)CCCC)CCC.O1CCCC1.O. The catalyst class is: 7. (5) Product: [C:17]([N:11]([CH2:12][C:13]([F:16])([F:15])[F:14])[S:8]([C:5]1[CH:6]=[CH:7][C:2]([B:24]2[O:25][C:26]([CH3:28])([CH3:27])[C:22]([CH3:38])([CH3:21])[O:23]2)=[CH:3][CH:4]=1)(=[O:10])=[O:9])([CH3:20])([CH3:19])[CH3:18]. Reactant: Br[C:2]1[CH:7]=[CH:6][C:5]([S:8]([N:11]([C:17]([CH3:20])([CH3:19])[CH3:18])[CH2:12][C:13]([F:16])([F:15])[F:14])(=[O:10])=[O:9])=[CH:4][CH:3]=1.[CH3:21][C:22]1([CH3:38])[C:26]([CH3:28])([CH3:27])[O:25][B:24]([B:24]2[O:25][C:26]([CH3:28])([CH3:27])[C:22]([CH3:38])([CH3:21])[O:23]2)[O:23]1.C([O-])(=O)C.[K+].ClCCl. The catalyst class is: 127. (6) The catalyst class is: 1. Reactant: [N+:1]([C:4]1[CH:19]=[CH:18][C:7]([CH2:8][N:9]2[CH2:14][CH2:13][N:12]([CH2:15][CH2:16][OH:17])[CH2:11][CH2:10]2)=[C:6]([C:20]([F:23])([F:22])[F:21])[CH:5]=1)([O-:3])=[O:2].[C:24](Cl)(=[O:26])[CH3:25].C([O-])(O)=O.[Na+]. Product: [N+:1]([C:4]1[CH:19]=[CH:18][C:7]([CH2:8][N:9]2[CH2:14][CH2:13][N:12]([CH2:15][CH2:16][O:17][C:24](=[O:26])[CH3:25])[CH2:11][CH2:10]2)=[C:6]([C:20]([F:23])([F:22])[F:21])[CH:5]=1)([O-:3])=[O:2].